Task: Regression. Given a peptide amino acid sequence and an MHC pseudo amino acid sequence, predict their binding affinity value. This is MHC class I binding data.. Dataset: Peptide-MHC class I binding affinity with 185,985 pairs from IEDB/IMGT The peptide sequence is MALKDFKEF. The MHC is HLA-B35:01 with pseudo-sequence HLA-B35:01. The binding affinity (normalized) is 0.599.